This data is from Peptide-MHC class II binding affinity with 134,281 pairs from IEDB. The task is: Regression. Given a peptide amino acid sequence and an MHC pseudo amino acid sequence, predict their binding affinity value. This is MHC class II binding data. (1) The peptide sequence is IKTLKFDALSGSQEV. The MHC is HLA-DQA10501-DQB10303 with pseudo-sequence HLA-DQA10501-DQB10303. The binding affinity (normalized) is 0.425. (2) The peptide sequence is YDKFLANVETVLTGK. The MHC is DRB1_0701 with pseudo-sequence DRB1_0701. The binding affinity (normalized) is 0.557. (3) The peptide sequence is LTSYLGLTQPFLGLC. The MHC is HLA-DQA10501-DQB10303 with pseudo-sequence HLA-DQA10501-DQB10303. The binding affinity (normalized) is 0.577. (4) The peptide sequence is TRSVETDKGPLDKEA. The MHC is HLA-DQA10201-DQB10303 with pseudo-sequence HLA-DQA10201-DQB10303. The binding affinity (normalized) is 0. (5) The peptide sequence is LNNALQNLARTISEA. The MHC is DRB1_1501 with pseudo-sequence DRB1_1501. The binding affinity (normalized) is 0.129. (6) The peptide sequence is GFKAALAAAAGVQPADKYRT. The MHC is DRB1_1201 with pseudo-sequence DRB1_1201. The binding affinity (normalized) is 0.109. (7) The peptide sequence is QWAQDLTLPWQSGSG. The MHC is HLA-DQA10103-DQB10603 with pseudo-sequence HLA-DQA10103-DQB10603. The binding affinity (normalized) is 0. (8) The peptide sequence is EIDTDGDGFIDFNEF. The MHC is DRB1_0301 with pseudo-sequence DRB1_0301. The binding affinity (normalized) is 0.378. (9) The peptide sequence is QMNLKYAISAKNRAR. The MHC is DRB1_0101 with pseudo-sequence DRB1_0101. The binding affinity (normalized) is 0.672.